Task: Predict the reactants needed to synthesize the given product.. Dataset: Full USPTO retrosynthesis dataset with 1.9M reactions from patents (1976-2016) (1) Given the product [CH3:15][O:16][C:17](=[O:25])[C:18]1[CH:23]=[CH:22][CH:21]=[C:20]([NH:24][C:6](=[O:8])[CH2:5][O:4][C:3]2[CH:9]=[C:10]([Cl:14])[C:11]([Cl:13])=[CH:12][C:2]=2[Cl:1])[CH:19]=1, predict the reactants needed to synthesize it. The reactants are: [Cl:1][C:2]1[CH:12]=[C:11]([Cl:13])[C:10]([Cl:14])=[CH:9][C:3]=1[O:4][CH2:5][C:6]([OH:8])=O.[CH3:15][O:16][C:17](=[O:25])[C:18]1[CH:23]=[CH:22][CH:21]=[C:20]([NH2:24])[CH:19]=1.F[P-](F)(F)(F)(F)F.N1(O[P+](N2CCCC2)(N2CCCC2)N2CCCC2)C2C=CC=CC=2N=N1. (2) The reactants are: C([O:4][CH2:5][C:6]1[O:7][C:8]2[C:14]([O:15][CH3:16])=[C:13]([O:17][CH3:18])[CH:12]=[C:11]([CH2:19][C:20]3[C:21]([NH2:27])=[N:22][C:23]([NH2:26])=[N:24][CH:25]=3)[C:9]=2[CH:10]=1)C=C.C([O-])=O.[NH4+]. Given the product [NH2:26][C:23]1[N:22]=[C:21]([NH2:27])[C:20]([CH2:19][C:11]2[C:9]3[CH:10]=[C:6]([CH2:5][OH:4])[O:7][C:8]=3[C:14]([O:15][CH3:16])=[C:13]([O:17][CH3:18])[CH:12]=2)=[CH:25][N:24]=1, predict the reactants needed to synthesize it. (3) Given the product [CH3:1][O:2][C:3]1[CH:4]=[C:5]2[C:10](=[CH:11][C:12]=1[N+:14]([O-:16])=[O:15])[NH:9][C:8](=[O:13])[CH2:7][CH2:6]2, predict the reactants needed to synthesize it. The reactants are: [CH3:1][O:2][C:3]1[CH:4]=[C:5]2[C:10](=[CH:11][CH:12]=1)[NH:9][C:8](=[O:13])[CH2:7][CH2:6]2.[N:14]([O-:16])=[O:15].[Na+]. (4) Given the product [CH3:1][C:2]1([CH3:56])[C:11]2[C:6](=[C:7]([CH2:12][O:13][CH:14]3[CH:19]([C:20]4[CH:25]=[CH:24][C:23]([O:26][CH2:27][CH2:28][CH2:29][O:30][CH2:31][C:32]5[CH:37]=[CH:36][CH:35]=[CH:34][C:33]=5[O:38][CH3:39])=[CH:22][CH:21]=4)[CH2:18][CH2:17][N:16]([C:40]([O:42][C:43]([CH3:46])([CH3:45])[CH3:44])=[O:41])[CH2:15]3)[CH:8]=[CH:9][CH:10]=2)[NH:5][C:4](=[O:55])[CH2:3]1, predict the reactants needed to synthesize it. The reactants are: [CH3:1][C:2]1([CH3:56])[C:11]2[C:6](=[C:7]([CH2:12][O:13][CH:14]3[CH:19]([C:20]4[CH:25]=[CH:24][C:23]([O:26][CH2:27][CH2:28][CH2:29][O:30][CH2:31][C:32]5[CH:37]=[CH:36][CH:35]=[CH:34][C:33]=5[O:38][CH3:39])=[CH:22][CH:21]=4)[CH2:18][CH2:17][N:16]([C:40]([O:42][C:43]([CH3:46])([CH3:45])[CH3:44])=[O:41])[CH2:15]3)[CH:8]=[CH:9][CH:10]=2)[N:5](COCC[Si](C)(C)C)[C:4](=[O:55])[CH2:3]1.[F-].C([N+](CCCC)(CCCC)CCCC)CCC. (5) Given the product [CH2:6]([O:5][C:3](=[O:4])[CH2:2][O:29][C:25]1[CH:26]=[CH:27][CH:28]=[C:23]([CH2:22][CH2:21][N:20]([CH2:30][CH2:31][CH2:32][CH2:33][CH2:34][CH2:35][CH3:36])[C:19]([NH:18][C:11]2[CH:12]=[CH:13][C:14]([O:16][CH3:17])=[CH:15][C:10]=2[O:9][CH3:8])=[O:37])[CH:24]=1)[CH3:7], predict the reactants needed to synthesize it. The reactants are: Br[CH2:2][C:3]([O:5][CH2:6][CH3:7])=[O:4].[CH3:8][O:9][C:10]1[CH:15]=[C:14]([O:16][CH3:17])[CH:13]=[CH:12][C:11]=1[NH:18][C:19](=[O:37])[N:20]([CH2:30][CH2:31][CH2:32][CH2:33][CH2:34][CH2:35][CH3:36])[CH2:21][CH2:22][C:23]1[CH:28]=[CH:27][CH:26]=[C:25]([OH:29])[CH:24]=1.C(=O)([O-])[O-].[K+].[K+].CN(C)C=O. (6) Given the product [Cl:1][C:2]1[CH:7]=[CH:6][C:5]2[C:8]3[C:9](=[CH:10][CH:11]=[CH:12][CH:13]=3)[NH:14][C:4]=2[CH:3]=1, predict the reactants needed to synthesize it. The reactants are: [Cl:1][C:2]1[CH:7]=[CH:6][C:5]([C:8]2[CH:13]=[CH:12][CH:11]=[CH:10][C:9]=2[N+:14]([O-])=O)=[CH:4][CH:3]=1.P(OCC)(OCC)OCC. (7) Given the product [C:2]1([C:19]2[CH:24]=[CH:23][CH:22]=[CH:21][CH:20]=2)[CH:7]=[CH:6][C:5]([C:8]2[N:13]=[C:12]([S:14][CH3:15])[N:11]3[N:16]=[CH:17][CH:18]=[C:10]3[CH:9]=2)=[CH:4][CH:3]=1, predict the reactants needed to synthesize it. The reactants are: I[C:2]1[CH:7]=[CH:6][C:5]([C:8]2[N:13]=[C:12]([S:14][CH3:15])[N:11]3[N:16]=[CH:17][CH:18]=[C:10]3[CH:9]=2)=[CH:4][CH:3]=1.[C:19]1(B(O)O)[CH:24]=[CH:23][CH:22]=[CH:21][CH:20]=1.C(=O)([O-])[O-].[Na+].[Na+]. (8) The reactants are: [C:1]12([C:7]3[CH:12]=[CH:11][C:10]([N:13]4[CH2:17][C@H:16]([CH2:18][NH:19][C:20](=[O:22])[CH3:21])[O:15][C:14]4=[O:23])=[CH:9][CH:8]=3)[CH2:6][CH:5]1[CH2:4][NH:3][CH2:2]2.C[CH2:25][N:26](C(C)C)C(C)C.N#CBr. Given the product [C:25]([N:3]1[CH2:4][CH:5]2[C:1]([C:7]3[CH:8]=[CH:9][C:10]([N:13]4[CH2:17][C@H:16]([CH2:18][NH:19][C:20](=[O:22])[CH3:21])[O:15][C:14]4=[O:23])=[CH:11][CH:12]=3)([CH2:6]2)[CH2:2]1)#[N:26], predict the reactants needed to synthesize it.